From a dataset of Peptide-MHC class II binding affinity with 134,281 pairs from IEDB. Regression. Given a peptide amino acid sequence and an MHC pseudo amino acid sequence, predict their binding affinity value. This is MHC class II binding data. (1) The MHC is H-2-IAd with pseudo-sequence H-2-IAd. The binding affinity (normalized) is 0.435. The peptide sequence is LVTVNPIASTNDDEV. (2) The peptide sequence is AKMLQLDPNAKTWMD. The MHC is DRB1_0101 with pseudo-sequence DRB1_0101. The binding affinity (normalized) is 0.673. (3) The peptide sequence is YVGHDEFDAFVAYHI. The MHC is HLA-DPA10201-DPB10501 with pseudo-sequence HLA-DPA10201-DPB10501. The binding affinity (normalized) is 0.600.